From a dataset of Forward reaction prediction with 1.9M reactions from USPTO patents (1976-2016). Predict the product of the given reaction. (1) Given the reactants Br[C:2]1[CH:3]=[N:4][CH:5]=[C:6]([Br:8])[CH:7]=1.[CH:9]([C:11]1[CH:16]=[CH:15][N:14]=[CH:13][CH:12]=1)=[CH2:10].C1(C)C=CC=CC=1P(C1C=CC=CC=1C)C1C=CC=CC=1C.C(N(CC)CC)C, predict the reaction product. The product is: [Br:8][C:6]1[CH:5]=[N:4][CH:3]=[C:2](/[CH:10]=[CH:9]/[C:11]2[CH:16]=[CH:15][N:14]=[CH:13][CH:12]=2)[CH:7]=1. (2) Given the reactants [N:1]1[CH:6]=[CH:5][CH:4]=[C:3]([N:7]2[C:11]3=[N:12][CH:13]=[CH:14][CH:15]=[C:10]3[CH:9]=[C:8]2[C:16]([O:18]CC)=O)[CH:2]=1.[NH2:21][C:22]1[CH:23]=[CH:24][C:25]2[S:29][C:28]([CH3:30])=[N:27][C:26]=2[CH:31]=1, predict the reaction product. The product is: [CH3:30][C:28]1[S:29][C:25]2[CH:24]=[CH:23][C:22]([NH:21][C:16]([C:8]3[N:7]([C:3]4[CH:2]=[N:1][CH:6]=[CH:5][CH:4]=4)[C:11]4=[N:12][CH:13]=[CH:14][CH:15]=[C:10]4[CH:9]=3)=[O:18])=[CH:31][C:26]=2[N:27]=1. (3) Given the reactants [CH3:1][N:2]1[CH2:7][CH2:6][CH:5]([CH2:8][OH:9])[CH2:4][CH2:3]1.C[Si]([N-][Si](C)(C)C)(C)C.[K+].[NH2:20][C:21]1[CH:28]=[C:27](F)[C:24]([C:25]#[N:26])=[CH:23][N:22]=1, predict the reaction product. The product is: [NH2:20][C:21]1[CH:28]=[C:27]([O:9][CH2:8][CH:5]2[CH2:6][CH2:7][N:2]([CH3:1])[CH2:3][CH2:4]2)[C:24]([C:25]#[N:26])=[CH:23][N:22]=1. (4) Given the reactants FC(F)[C:3]1[N:7](C2N=C(N3CCOCC3)N=C(OC3CCN(S(C=C)(=O)=O)CC3)N=2)[C:6]2[CH:32]=[CH:33][CH:34]=[C:35](OC)[C:5]=2[N:4]=1.N1CCOCC1, predict the reaction product. The product is: [NH:4]1[C:5]2[CH:35]=[CH:34][CH:33]=[CH:32][C:6]=2[N:7]=[CH:3]1. (5) Given the reactants [C:9](O[C:9]([O:11][C:12]([CH3:15])([CH3:14])[CH3:13])=[O:10])([O:11][C:12]([CH3:15])([CH3:14])[CH3:13])=[O:10].C(N(CC)CC)C.[OH:23][C:24]1[CH:33]=[C:32]2[C:27]([CH2:28][C@@H:29]([C:34]([OH:36])=[O:35])[NH:30][CH2:31]2)=[CH:26][CH:25]=1, predict the reaction product. The product is: [C:12]([O:11][C:9]([N:30]1[C@H:29]([C:34]([OH:36])=[O:35])[CH2:28][C:27]2[C:32](=[CH:33][C:24]([OH:23])=[CH:25][CH:26]=2)[CH2:31]1)=[O:10])([CH3:13])([CH3:14])[CH3:15]. (6) Given the reactants [Cl:1][C:2]1[CH:7]=[CH:6][C:5]([B:8]2[O:16][C:13]([CH3:15])([CH3:14])[C:10]([CH3:12])([CH3:11])[O:9]2)=[C:4]([CH3:17])[CH:3]=1.C1C(=O)N([Br:25])C(=O)C1.CC(N=NC(C#N)(C)C)(C#N)C.C1(=O)NC(=O)CC1, predict the reaction product. The product is: [Br:25][CH2:17][C:4]1[CH:3]=[C:2]([Cl:1])[CH:7]=[CH:6][C:5]=1[B:8]1[O:16][C:13]([CH3:15])([CH3:14])[C:10]([CH3:11])([CH3:12])[O:9]1. (7) Given the reactants Br[CH2:2][CH2:3][OH:4].COC(C)=C.[Br:10][C:11]1[CH:12]=[C:13]2[C:17](=[CH:18][CH:19]=1)[NH:16][CH:15]=[CH:14]2.[H-].[Na+], predict the reaction product. The product is: [OH:4][CH2:3][CH2:2][N:16]1[C:17]2[C:13](=[CH:12][C:11]([Br:10])=[CH:19][CH:18]=2)[CH:14]=[CH:15]1.